The task is: Predict the reaction yield, written as a fraction of the theoretical maximum amount of product (1.0 means a 100% yield; for example, 0.34 means a 34% yield).. This data is from Reaction yield outcomes from USPTO patents with 853,638 reactions. The reactants are Cl.[CH:2]1([CH2:5][O:6][C:7]2[CH:8]=[C:9]([C@@H:17]([O:28][C:29]([C@H:31]3[NH:35][CH2:34][CH2:33][S:32]3)=[O:30])[CH2:18][C:19]3[C:24]([Cl:25])=[CH:23][N+:22]([O-:26])=[CH:21][C:20]=3[Cl:27])[CH:10]=[CH:11][C:12]=2[O:13][CH:14]([F:16])[F:15])[CH2:4][CH2:3]1.Cl[S:37]([C:40]1[CH:41]=[C:42]([CH:46]=[CH:47][CH:48]=1)[C:43]([OH:45])=[O:44])(=[O:39])=[O:38]. The catalyst is N1C=CC=CC=1. The product is [C:43]([C:42]1[CH:41]=[C:40]([S:37]([N:35]2[CH2:34][CH2:33][S:32][C@H:31]2[C:29]([O:28][C@H:17]([C:9]2[CH:10]=[CH:11][C:12]([O:13][CH:14]([F:16])[F:15])=[C:7]([O:6][CH2:5][CH:2]3[CH2:4][CH2:3]3)[CH:8]=2)[CH2:18][C:19]2[C:24]([Cl:25])=[CH:23][N+:22]([O-:26])=[CH:21][C:20]=2[Cl:27])=[O:30])(=[O:39])=[O:38])[CH:48]=[CH:47][CH:46]=1)([OH:45])=[O:44]. The yield is 0.700.